This data is from Reaction yield outcomes from USPTO patents with 853,638 reactions. The task is: Predict the reaction yield, written as a fraction of the theoretical maximum amount of product (1.0 means a 100% yield; for example, 0.34 means a 34% yield). The catalyst is ClC1C=CC=CC=1. The yield is 0.870. The reactants are [F:1][CH2:2][C:3]1([CH2:6][O:7][C@H:8]2[CH2:13][CH2:12][C@H:11]([N:14]3[C:19](=[O:20])[C:18]([CH2:21][C:22]4[CH:27]=[CH:26][C:25]([C:28]5[C:29]([C:34]#[N:35])=[CH:30][CH:31]=[CH:32][CH:33]=5)=[CH:24][CH:23]=4)=[C:17]([CH2:36][CH2:37][CH3:38])[N:16]4[N:39]=[CH:40][N:41]=[C:15]34)[CH2:10][CH2:9]2)[CH2:5][O:4]1.[FH:42].[K].CCCC[N+](CCCC)(CCCC)CCCC.F.F.[F-]. The product is [F:42][CH2:5][C:3]([CH2:2][F:1])([OH:4])[CH2:6][O:7][C@H:8]1[CH2:13][CH2:12][C@H:11]([N:14]2[C:19](=[O:20])[C:18]([CH2:21][C:22]3[CH:27]=[CH:26][C:25]([C:28]4[C:29]([C:34]#[N:35])=[CH:30][CH:31]=[CH:32][CH:33]=4)=[CH:24][CH:23]=3)=[C:17]([CH2:36][CH2:37][CH3:38])[N:16]3[N:39]=[CH:40][N:41]=[C:15]23)[CH2:10][CH2:9]1.